From a dataset of Full USPTO retrosynthesis dataset with 1.9M reactions from patents (1976-2016). Predict the reactants needed to synthesize the given product. (1) Given the product [C:10]([O-:15])(=[O:14])[C:11]([CH3:13])=[CH2:12].[C:16]([O:21][CH2:22][CH2:23][OH:24])(=[O:20])[C:17]([CH3:19])=[CH2:18].[C:25]([O:30][CH2:31][CH2:32][CH2:33][Si:34]([O:39][CH3:40])([O:35][CH3:36])[O:37][CH3:38])(=[O:29])[C:26]([CH3:28])=[CH2:27], predict the reactants needed to synthesize it. The reactants are: C(OC(C)COC)(=O)C.[C:10]([O-:15])(=[O:14])[C:11]([CH3:13])=[CH2:12].[C:16]([O:21][CH2:22][CH2:23][OH:24])(=[O:20])[C:17]([CH3:19])=[CH2:18].[C:25]([O:30][CH2:31][CH2:32][CH2:33][Si:34]([O:39][CH3:40])([O:37][CH3:38])[O:35][CH3:36])(=[O:29])[C:26]([CH3:28])=[CH2:27]. (2) Given the product [N:29]1[CH:5]=[CH:6][CH:7]=[CH:2][C:3]=1[N:9]1[CH2:14][CH2:13][N:12]([CH2:15][CH2:16][CH2:17][CH2:18][O:19][C:20]2[N:25]=[C:24]3[NH:26][N:27]=[CH:28][C:23]3=[CH:22][CH:21]=2)[CH2:11][CH2:10]1, predict the reactants needed to synthesize it. The reactants are: Cl[C:2]1[C:7](Cl)=[CH:6][CH:5]=C[C:3]=1[N:9]1[CH2:14][CH2:13][N:12]([CH2:15][CH2:16][CH2:17][CH2:18][O:19][C:20]2[N:25]=[C:24]3[NH:26][N:27]=[CH:28][C:23]3=[CH:22][CH:21]=2)[CH2:11][CH2:10]1.[N:29]1C=CC=CC=1N1CCNCC1. (3) Given the product [OH:8][C:9]1[CH:36]=[CH:35][C:34]([N:37]2[CH2:42][CH2:41][CH:40]([OH:43])[CH2:39][CH2:38]2)=[CH:33][C:10]=1[C:11]([NH:13][C:14]1[CH:26]=[C:25]([C:27]2[CH:32]=[CH:31][CH:30]=[CH:29][CH:28]=2)[CH:24]=[CH:23][C:15]=1[C:16]([O:18][C:19]([CH3:22])([CH3:21])[CH3:20])=[O:17])=[O:12], predict the reactants needed to synthesize it. The reactants are: C([O:8][C:9]1[CH:36]=[CH:35][C:34]([N:37]2[CH2:42][CH2:41][CH:40]([OH:43])[CH2:39][CH2:38]2)=[CH:33][C:10]=1[C:11]([NH:13][C:14]1[CH:26]=[C:25]([C:27]2[CH:32]=[CH:31][CH:30]=[CH:29][CH:28]=2)[CH:24]=[CH:23][C:15]=1[C:16]([O:18][C:19]([CH3:22])([CH3:21])[CH3:20])=[O:17])=[O:12])C1C=CC=CC=1.